Dataset: Reaction yield outcomes from USPTO patents with 853,638 reactions. Task: Predict the reaction yield, written as a fraction of the theoretical maximum amount of product (1.0 means a 100% yield; for example, 0.34 means a 34% yield). (1) The reactants are [S:1]1[CH:5]=[CH:4][C:3]2[C:6](=O)[CH2:7][CH2:8][C:2]1=2.[N:10]([C:13]1[CH:18]=[CH:17][CH:16]=[CH:15][C:14]=1[C:19]([F:22])([F:21])[F:20])=[C:11]=S.C[Si](C)(C)[Si](C)(C)C.[Li].O.[NH2:33][NH2:34]. The catalyst is C1COCC1.O.C(O)(=O)C. The product is [S:1]1[CH:5]=[CH:4][C:3]2[C:6]3[NH:33][N:34]=[C:11]([NH:10][C:13]4[CH:18]=[CH:17][CH:16]=[CH:15][C:14]=4[C:19]([F:22])([F:21])[F:20])[C:7]=3[CH2:8][C:2]1=2. The yield is 0.330. (2) The reactants are [OH:1][C:2]1[CH:7]=[C:6]([OH:8])[CH:5]=[CH:4][N:3]=1.[N+:9]([O-])([OH:11])=[O:10]. No catalyst specified. The product is [N+:9]([C:7]1[C:2]([OH:1])=[N:3][CH:4]=[CH:5][C:6]=1[OH:8])([O-:11])=[O:10]. The yield is 0.920.